Dataset: Forward reaction prediction with 1.9M reactions from USPTO patents (1976-2016). Task: Predict the product of the given reaction. The product is: [Cl:1][C:2]([Cl:44])([Cl:43])[CH2:3][O:4][C:5]([C@@H:7]1[CH2:12][CH2:11][CH2:10][N:9]([C:13](=[O:42])[C@@H:14]([NH:34][C:35](=[O:36])[C@@H:74]([NH:73][C:71]([O:70][C:66]([CH3:68])([CH3:67])[CH3:69])=[O:72])[CH:75]([CH3:77])[CH3:76])[CH2:15][O:16][Si:17]([C:30]([CH3:32])([CH3:31])[CH3:33])([C:24]2[CH:29]=[CH:28][CH:27]=[CH:26][CH:25]=2)[C:18]2[CH:19]=[CH:20][CH:21]=[CH:22][CH:23]=2)[NH:8]1)=[O:6]. Given the reactants [Cl:1][C:2]([Cl:44])([Cl:43])[CH2:3][O:4][C:5]([C@@H:7]1[CH2:12][CH2:11][CH2:10][N:9]([C:13](=[O:42])[C@@H:14]([NH:34][C:35](OC(C)(C)C)=[O:36])[CH2:15][O:16][Si:17]([C:30]([CH3:33])([CH3:32])[CH3:31])([C:24]2[CH:29]=[CH:28][CH:27]=[CH:26][CH:25]=2)[C:18]2[CH:23]=[CH:22][CH:21]=[CH:20][CH:19]=2)[NH:8]1)=[O:6].FC(F)(F)S(O[Si](C)(C)C)(=O)=O.C(N(CC)C(C)C)(C)C.[C:66]([O:70][C:71]([NH:73][C@H:74](C(O)=O)[CH:75]([CH3:77])[CH3:76])=[O:72])([CH3:69])([CH3:68])[CH3:67].C[NH3+].F[P-](F)(F)(F)(F)F.N1(OC(N(C)C)=[N+](C)C)C2N=CC=CC=2N=N1.F[P-](F)(F)(F)(F)F, predict the reaction product.